Dataset: Forward reaction prediction with 1.9M reactions from USPTO patents (1976-2016). Task: Predict the product of the given reaction. (1) The product is: [NH2:1][C:4]1[CH:8]=[CH:7][N:6]([CH2:9][CH2:10][CH2:11][OH:12])[N:5]=1. Given the reactants [N+:1]([C:4]1[CH:8]=[CH:7][N:6]([CH2:9][CH2:10][CH2:11][OH:12])[N:5]=1)([O-])=O, predict the reaction product. (2) The product is: [C:23]([C:24]1[O:1][N:2]=[C:3]([CH2:4][CH2:5][C@@:6]([CH3:21])([S:17]([CH3:20])(=[O:18])=[O:19])[C:7]([O:9][CH2:10][C:11]2[CH:16]=[CH:15][CH:14]=[CH:13][CH:12]=2)=[O:8])[CH:25]=1)#[CH:22]. Given the reactants [OH:1][N:2]=[CH:3][CH2:4][CH2:5][C@@:6]([CH3:21])([S:17]([CH3:20])(=[O:19])=[O:18])[C:7]([O:9][CH2:10][C:11]1[CH:16]=[CH:15][CH:14]=[CH:13][CH:12]=1)=[O:8].[C:22]([Si](C)(C)C)#[C:23][C:24]#[CH:25], predict the reaction product.